This data is from Retrosynthesis with 50K atom-mapped reactions and 10 reaction types from USPTO. The task is: Predict the reactants needed to synthesize the given product. (1) Given the product Cn1cnc2c(Nc3ccc(Cl)cc3)nc(-n3cccn3)nc21, predict the reactants needed to synthesize it. The reactants are: Cn1cnc2c(Nc3ccc(Cl)cc3)nc(Cl)nc21.c1cn[nH]c1. (2) Given the product O=[N+]([O-])c1cc(F)c(N2CCC3(CC2)CO3)c(F)c1, predict the reactants needed to synthesize it. The reactants are: C[S+](C)(C)=O.O=C1CCN(c2c(F)cc([N+](=O)[O-])cc2F)CC1. (3) Given the product CC(C)CCNC(=O)c1ccc(N2CCN(C(=O)c3cc(Cl)ccc3C(F)(F)F)CC2)nn1, predict the reactants needed to synthesize it. The reactants are: CC(C)CCNC(=O)c1ccc(N2CCNCC2)nn1.O=C(Cl)c1cc(Cl)ccc1C(F)(F)F. (4) Given the product NC(=O)c1ccc(Oc2ccc3c(c2)CCN(CCc2ccccc2)CC3)nc1, predict the reactants needed to synthesize it. The reactants are: BrCCc1ccccc1.NC(=O)c1ccc(Oc2ccc3c(c2)CCNCC3)nc1. (5) Given the product COc1cc(O)c2c(c1C(=O)NCc1c(C)ccc3c(F)cccc13)OC1=CC(O)=C(C(C)=O)C(=O)[C@]12C, predict the reactants needed to synthesize it. The reactants are: COc1cc(O)c2c(c1C(N)=O)OC1=CC(O)=C(C(C)=O)C(=O)[C@]12C.Cc1ccc2c(F)cccc2c1C=O. (6) The reactants are: COc1ccc(-n2nc3c4ccc([N+](=O)[O-])cc4[nH]cc-3c2=O)cc1. Given the product COc1ccc(-n2nc3c4ccc(N)cc4[nH]cc-3c2=O)cc1, predict the reactants needed to synthesize it. (7) Given the product CCOC(=O)c1c(C(C)C)nc(C(C)C)c(COCc2ccccc2)c1-c1ccc(F)cc1, predict the reactants needed to synthesize it. The reactants are: BrCc1ccccc1.CCOC(=O)c1c(C(C)C)nc(C(C)C)c(CO)c1-c1ccc(F)cc1. (8) Given the product COC(=O)c1cc(F)c(C)nc1OC, predict the reactants needed to synthesize it. The reactants are: COC(=O)c1cc(F)c(C)nc1Cl.C[O-].